This data is from Catalyst prediction with 721,799 reactions and 888 catalyst types from USPTO. The task is: Predict which catalyst facilitates the given reaction. (1) Reactant: [CH3:1][N:2]([CH2:4][C:5]1[C:13]2[O:12][N:11]=[C:10]([CH2:14][CH2:15][CH:16]3[CH2:21][CH2:20][N:19]([C:22]4[S:23][CH:24]=[CH:25][N:26]=4)[CH2:18][CH2:17]3)[C:9]=2[CH:8]=[CH:7][C:6]=1[O:27][CH2:28][CH:29]1[CH2:31][CH2:30]1)[CH3:3].[ClH:32]. Product: [ClH:32].[ClH:32].[CH3:1][N:2]([CH2:4][C:5]1[C:13]2[O:12][N:11]=[C:10]([CH2:14][CH2:15][CH:16]3[CH2:17][CH2:18][N:19]([C:22]4[S:23][CH:24]=[CH:25][N:26]=4)[CH2:20][CH2:21]3)[C:9]=2[CH:8]=[CH:7][C:6]=1[O:27][CH2:28][CH:29]1[CH2:30][CH2:31]1)[CH3:3]. The catalyst class is: 125. (2) Reactant: [CH3:1][O:2][C:3]1[CH:8]=[CH:7][CH:6]=[CH:5][C:4]=1[C:9]1[CH2:10][CH2:11][CH2:12][N:13]=1.[BH4-].[Na+].Cl.[OH-].[Na+]. Product: [CH3:1][O:2][C:3]1[CH:8]=[CH:7][CH:6]=[CH:5][C:4]=1[CH:9]1[CH2:10][CH2:11][CH2:12][NH:13]1. The catalyst class is: 5. (3) Product: [CH3:1][C:2]1[NH:3][C:4]2[C:9]([CH:10]=1)=[C:8]([C:11]([F:13])([F:12])[F:14])[CH:7]=[CH:6][CH:5]=2. The catalyst class is: 24. Reactant: [CH3:1][C:2]1[N:3](S(C2C=CC=CC=2)(=O)=O)[C:4]2[C:9]([CH:10]=1)=[C:8]([C:11]([F:14])([F:13])[F:12])[CH:7]=[CH:6][CH:5]=2.C([O-])([O-])=O.[K+].[K+]. (4) Reactant: [NH2:1][C:2]1[CH:11]=[C:10]2[C:5]([CH:6]=[CH:7][CH:8]=[C:9]2[N:12]2[CH2:17][CH2:16][N:15]([CH3:18])[CH2:14][CH2:13]2)=[CH:4][CH:3]=1.Cl[C:20]1[C:25]([N+:26]([O-:28])=[O:27])=[CH:24][CH:23]=[CH:22][N:21]=1. Product: [N+:26]([C:25]1[C:20]([NH:1][C:2]2[CH:11]=[C:10]3[C:5]([CH:6]=[CH:7][CH:8]=[C:9]3[N:12]3[CH2:17][CH2:16][N:15]([CH3:18])[CH2:14][CH2:13]3)=[CH:4][CH:3]=2)=[N:21][CH:22]=[CH:23][CH:24]=1)([O-:28])=[O:27]. The catalyst class is: 456. (5) Reactant: [Cl-].[NH4+].C(O)C.[CH3:6][C:7]1[CH:12]=[C:11]([CH3:13])[CH:10]=[CH:9][C:8]=1[N:14]1[CH2:19][CH2:18][N:17]([C:20]([C:22]2[CH:27]=[CH:26][C:25]([N:28]3[CH2:32][CH2:31][CH2:30][S:29]3(=[O:34])=[O:33])=[CH:24][C:23]=2[N+:35]([O-])=O)=[O:21])[CH2:16][CH2:15]1. Product: [NH2:35][C:23]1[CH:24]=[C:25]([N:28]2[CH2:32][CH2:31][CH2:30][S:29]2(=[O:34])=[O:33])[CH:26]=[CH:27][C:22]=1[C:20]([N:17]1[CH2:18][CH2:19][N:14]([C:8]2[CH:9]=[CH:10][C:11]([CH3:13])=[CH:12][C:7]=2[CH3:6])[CH2:15][CH2:16]1)=[O:21]. The catalyst class is: 150. (6) Reactant: S1[CH:5]=[CH:4][C:3]([CH:6]([OH:11])[CH2:7][CH2:8][CH2:9][OH:10])=C1.[O:12]1C=CC=[C:13]1C=O. Product: [O:12]1[CH:13]=[CH:5][CH:4]=[C:3]1[CH:6]([OH:11])[CH2:7][CH2:8][CH2:9][OH:10]. The catalyst class is: 7. (7) Reactant: [Cl:1][C:2]1[CH:9]=[CH:8][C:5]([CH:6]=O)=[CH:4][CH:3]=1.Cl.[NH2:11][OH:12].N1C=CC=CC=1. Product: [Cl:1][C:2]1[CH:9]=[CH:8][C:5]([CH:6]=[N:11][OH:12])=[CH:4][CH:3]=1. The catalyst class is: 14. (8) Reactant: C([Mg]Cl)(C)C.[Cl:6][C:7]1[C:12]([O:13][Si](C)(C)C)=[C:11]([C:18]([O:20][Si](C)(C)C)=[CH2:19])[CH:10]=[CH:9][C:8]=1[O:25][CH2:26][C:27]1[CH:32]=[CH:31][CH:30]=[C:29](I)[CH:28]=1.[H-].[Na+].[O:36]=[C:37]1[O:41][N:40]=[C:39]([C:42]2[CH:43]=[C:44]([CH:47]=[CH:48][CH:49]=2)[CH:45]=[O:46])[NH:38]1. Product: [C:18]([C:11]1[CH:10]=[CH:9][C:8]([O:25][CH2:26][C:27]2[CH:28]=[C:29]([CH:45]([OH:46])[C:44]3[CH:43]=[C:42]([C:39]4[NH:38][C:37](=[O:36])[O:41][N:40]=4)[CH:49]=[CH:48][CH:47]=3)[CH:30]=[CH:31][CH:32]=2)=[C:7]([Cl:6])[C:12]=1[OH:13])(=[O:20])[CH3:19]. The catalyst class is: 7.